Dataset: Forward reaction prediction with 1.9M reactions from USPTO patents (1976-2016). Task: Predict the product of the given reaction. (1) Given the reactants [CH3:1][N:2]1[CH2:7][CH2:6][NH:5][CH2:4][CH2:3]1.F[C:9]1[C:14]([N+:15]([O-:17])=[O:16])=[CH:13][C:12]([NH:18][C:19]2[N:24]=[C:23]([C:25]3[C:33]4[C:28](=[CH:29][CH:30]=[CH:31][CH:32]=4)[N:27]([CH3:34])[CH:26]=3)[C:22]([CH3:35])=[CH:21][N:20]=2)=[C:11]([O:36][CH3:37])[CH:10]=1, predict the reaction product. The product is: [CH3:37][O:36][C:11]1[CH:10]=[C:9]([N:5]2[CH2:6][CH2:7][N:2]([CH3:1])[CH2:3][CH2:4]2)[C:14]([N+:15]([O-:17])=[O:16])=[CH:13][C:12]=1[NH:18][C:19]1[N:24]=[C:23]([C:25]2[C:33]3[C:28](=[CH:29][CH:30]=[CH:31][CH:32]=3)[N:27]([CH3:34])[CH:26]=2)[C:22]([CH3:35])=[CH:21][N:20]=1. (2) Given the reactants [F:1][C:2]1[CH:3]=[C:4]2[C:12](=[CH:13][CH:14]=1)[N:11]([CH2:15][C:16]1[CH:25]=[CH:24][C:19]([C:20]([O:22][CH3:23])=[O:21])=[CH:18][CH:17]=1)[C:10]1[CH2:9][C:8](C)(C)[C:7](=[CH2:28])[C:6](=[O:29])[C:5]2=1.[CH3:30][O:31][CH2:32][CH2:33][N:34]1[CH2:39][CH2:38][NH:37][CH2:36][CH2:35]1, predict the reaction product. The product is: [F:1][C:2]1[CH:3]=[C:4]2[C:12](=[CH:13][CH:14]=1)[N:11]([CH2:15][C:16]1[CH:25]=[CH:24][C:19]([C:20]([O:22][CH3:23])=[O:21])=[CH:18][CH:17]=1)[C:10]1[CH2:9][CH2:8][CH:7]([CH2:28][N:37]3[CH2:38][CH2:39][N:34]([CH2:33][CH2:32][O:31][CH3:30])[CH2:35][CH2:36]3)[C:6](=[O:29])[C:5]2=1. (3) Given the reactants [CH:1]([O:4][C:5]1[CH:6]=[C:7]([NH:14][CH:15]2[CH2:20][CH2:19][N:18]([CH3:21])[CH2:17][CH2:16]2)[CH:8]=[CH:9][C:10]=1[N+:11]([O-])=O)([CH3:3])[CH3:2], predict the reaction product. The product is: [CH:1]([O:4][C:5]1[CH:6]=[C:7]([NH:14][CH:15]2[CH2:16][CH2:17][N:18]([CH3:21])[CH2:19][CH2:20]2)[CH:8]=[CH:9][C:10]=1[NH2:11])([CH3:3])[CH3:2]. (4) Given the reactants [N:1]([C:4]1[C:5]([C:9]([O:11]CC)=O)=[CH:6][S:7][CH:8]=1)=[C:2]=[S:3].[F:14][C:15]([F:26])([F:25])[CH2:16][O:17][C:18]1[CH:24]=[CH:23][C:21]([NH2:22])=[CH:20][CH:19]=1.CC(C)([O-])C.[K+], predict the reaction product. The product is: [S:3]=[C:2]1[NH:1][C:4]2=[CH:8][S:7][CH:6]=[C:5]2[C:9](=[O:11])[N:22]1[C:21]1[CH:23]=[CH:24][C:18]([O:17][CH2:16][C:15]([F:14])([F:25])[F:26])=[CH:19][CH:20]=1. (5) Given the reactants [Cl-].[CH3:2][O:3][C:4](=[O:32])/[CH:5]=[CH:6]/[C:7]1[S:11][CH:10]=[C:9]([CH2:12][P+](C2C=CC=CC=2)(C2C=CC=CC=2)C2C=CC=CC=2)[CH:8]=1.[CH:33]([C:35]1[N:40]=[CH:39][C:38]([N:41]2[CH2:46][CH2:45][N:44]([C:47]([O:49][C:50]([CH3:53])([CH3:52])[CH3:51])=[O:48])[CH2:43][CH2:42]2)=[CH:37][CH:36]=1)=O, predict the reaction product. The product is: [CH3:2][O:3][C:4](=[O:32])/[CH:5]=[CH:6]/[C:7]1[S:11][CH:10]=[C:9]([CH:12]=[CH:33][C:35]2[N:40]=[CH:39][C:38]([N:41]3[CH2:46][CH2:45][N:44]([C:47]([O:49][C:50]([CH3:53])([CH3:52])[CH3:51])=[O:48])[CH2:43][CH2:42]3)=[CH:37][CH:36]=2)[CH:8]=1.